This data is from Reaction yield outcomes from USPTO patents with 853,638 reactions. The task is: Predict the reaction yield, written as a fraction of the theoretical maximum amount of product (1.0 means a 100% yield; for example, 0.34 means a 34% yield). The reactants are [F:1][C:2]1[CH:7]=[CH:6][C:5]([C:8]2[CH2:9][C:10](=[O:14])[N:11]([CH3:13])[N:12]=2)=[CH:4][CH:3]=1.C([O-])([O-])=O.[K+].[K+].Cl[C:22]([F:27])([F:26])C([O-])=O.[Na+].N#N.[NH4+].[Cl-]. The catalyst is C(#N)C. The product is [F:26][CH:22]([F:27])[O:14][C:10]1[N:11]([CH3:13])[N:12]=[C:8]([C:5]2[CH:4]=[CH:3][C:2]([F:1])=[CH:7][CH:6]=2)[CH:9]=1. The yield is 0.230.